Dataset: Catalyst prediction with 721,799 reactions and 888 catalyst types from USPTO. Task: Predict which catalyst facilitates the given reaction. Reactant: [CH3:1][C@H:2]1[CH2:7][CH2:6][C@H:5]([C:8](=O)[CH3:9])[CH2:4][CH2:3]1.[NH2:11][C:12]1[C:13](=[O:21])[NH:14][C:15](=[O:20])[N:16]([CH3:19])[C:17]=1[NH2:18].C(O)(=O)C.[BH3-]C#N.[Na+]. Product: [NH2:18][C:17]1[N:16]([CH3:19])[C:15](=[O:20])[NH:14][C:13](=[O:21])[C:12]=1[NH:11][CH:8]([C@H:5]1[CH2:6][CH2:7][C@H:2]([CH3:1])[CH2:3][CH2:4]1)[CH3:9]. The catalyst class is: 5.